This data is from Forward reaction prediction with 1.9M reactions from USPTO patents (1976-2016). The task is: Predict the product of the given reaction. (1) Given the reactants CC(C1C=C(C(C)C)C(C2C(P(C3CCCCC3)C3CCCCC3)=C(OC)C=CC=2OC)=C(C(C)C)C=1)C.Cl[C:40]1[C:45]([Cl:46])=[CH:44][CH:43]=[CH:42][N:41]=1.[NH2:47][C:48]1[CH:71]=[CH:70][C:51]2[O:52][CH2:53][CH2:54][C@@H:55]3[CH2:60][S:59][C:58]([NH:61][C:62](=[O:68])[O:63][C:64]([CH3:67])([CH3:66])[CH3:65])=[N:57][C@:56]3([CH3:69])[C:50]=2[CH:49]=1.[Li+].C[Si]([N-][Si](C)(C)C)(C)C, predict the reaction product. The product is: [Cl:46][C:45]1[C:40]([NH:47][C:48]2[CH:71]=[CH:70][C:51]3[O:52][CH2:53][CH2:54][C@@H:55]4[CH2:60][S:59][C:58]([NH:61][C:62](=[O:68])[O:63][C:64]([CH3:65])([CH3:66])[CH3:67])=[N:57][C@:56]4([CH3:69])[C:50]=3[CH:49]=2)=[N:41][CH:42]=[CH:43][CH:44]=1. (2) Given the reactants [C:1]1([S:7]([N:10]2[C:14]3=[N:15][CH:16]=[C:17]([C:19]#[C:20][CH2:21][O:22][CH3:23])[CH:18]=[C:13]3[CH:12]=[CH:11]2)(=[O:9])=[O:8])[CH:6]=[CH:5][CH:4]=[CH:3][CH:2]=1.[CH2:24]([Li])[CH2:25][CH2:26][CH3:27].[CH3:29][CH2:30][CH2:31]CCC.C1(C=[O:41])CCCC1, predict the reaction product. The product is: [C:1]1([S:7]([N:10]2[C:14]3=[N:15][CH:16]=[C:17]([C:19]#[C:20][CH2:21][O:22][CH3:23])[CH:18]=[C:13]3[CH:12]=[C:11]2[CH:24]([OH:41])[CH2:25][CH:26]2[CH2:27][CH2:31][CH2:30][CH2:29]2)(=[O:8])=[O:9])[CH:6]=[CH:5][CH:4]=[CH:3][CH:2]=1. (3) Given the reactants [NH2:1][C:2]1[CH:11]=[CH:10][CH:9]=[CH:8][C:3]=1[C:4]([O:6][CH3:7])=[O:5].FC(F)(F)C(O)=O.[CH3:19][C:20]([CH3:22])=O.C(O[BH-](OC(=O)C)OC(=O)C)(=O)C.C[N+](C)(C)C, predict the reaction product. The product is: [CH:20]([NH:1][C:2]1[CH:11]=[CH:10][CH:9]=[CH:8][C:3]=1[C:4]([O:6][CH3:7])=[O:5])([CH3:22])[CH3:19].